This data is from Catalyst prediction with 721,799 reactions and 888 catalyst types from USPTO. The task is: Predict which catalyst facilitates the given reaction. (1) Reactant: [C:1]1([C:24]2[CH:29]=[CH:28][CH:27]=[CH:26][CH:25]=2)[CH:6]=[CH:5][C:4]([C@@:7]([C:17]([O:19][C:20](C)(C)C)=[O:18])([CH3:16])[NH:8]C(OC(C)(C)C)=O)=[CH:3][CH:2]=1. Product: [C:1]1([C:24]2[CH:25]=[CH:26][CH:27]=[CH:28][CH:29]=2)[CH:6]=[CH:5][C:4]([C@@:7]([C:17]([O:19][CH3:20])=[O:18])([CH3:16])[NH2:8])=[CH:3][CH:2]=1. The catalyst class is: 473. (2) The catalyst class is: 8. Reactant: [NH2:1][C:2]1[CH:3]=[C:4]([C:12]([O:14][CH3:15])=[O:13])[CH:5]=[C:6]([C:8]([O:10][CH3:11])=[O:9])[CH:7]=1.Cl[C:17]1[C:26]2[C:21](=[CH:22][C:23]([Cl:27])=[CH:24][CH:25]=2)[N:20]=[CH:19][CH:18]=1. Product: [Cl:27][C:23]1[CH:22]=[C:21]2[C:26]([C:17]([NH:1][C:2]3[CH:3]=[C:4]([C:12]([O:14][CH3:15])=[O:13])[CH:5]=[C:6]([C:8]([O:10][CH3:11])=[O:9])[CH:7]=3)=[CH:18][CH:19]=[N:20]2)=[CH:25][CH:24]=1. (3) Reactant: [C:1]([O:5][C:6](=[O:33])[NH:7][CH2:8][CH2:9][CH2:10][NH:11][CH:12]([C:15]1[N:16]([CH2:26][C:27]2[CH:32]=[CH:31][CH:30]=[CH:29][CH:28]=2)[C:17](=[O:25])[C:18]2[C:23]([CH3:24])=[N:22][S:21][C:19]=2[N:20]=1)[CH2:13][CH3:14])([CH3:4])([CH3:3])[CH3:2].[Cl:34][C:35]1[CH:43]=[CH:42][C:38]([C:39](Cl)=[O:40])=[CH:37][CH:36]=1.CCN(CC)CC. Product: [C:1]([O:5][C:6](=[O:33])[NH:7][CH2:8][CH2:9][CH2:10][N:11]([CH:12]([C:15]1[N:16]([CH2:26][C:27]2[CH:32]=[CH:31][CH:30]=[CH:29][CH:28]=2)[C:17](=[O:25])[C:18]2[C:23]([CH3:24])=[N:22][S:21][C:19]=2[N:20]=1)[CH2:13][CH3:14])[C:39](=[O:40])[C:38]1[CH:42]=[CH:43][C:35]([Cl:34])=[CH:36][CH:37]=1)([CH3:2])([CH3:3])[CH3:4]. The catalyst class is: 2. (4) Reactant: [F:1][C:2]1[CH:7]=[CH:6][C:5]([N:8]2[CH:12]=[N:11][N:10]=[N:9]2)=[CH:4][C:3]=1[CH2:13][C:14]([O:16]C)=[O:15].[OH-].[Na+].Cl. Product: [F:1][C:2]1[CH:7]=[CH:6][C:5]([N:8]2[CH:12]=[N:11][N:10]=[N:9]2)=[CH:4][C:3]=1[CH2:13][C:14]([OH:16])=[O:15]. The catalyst class is: 87. (5) Reactant: [OH:1][CH2:2][CH2:3][C:4]1[N:5]=[C:6]2[C:11]([N:12]3[CH2:17][CH2:16][O:15][CH2:14][CH2:13]3)=[CH:10][CH:9]=[N:8][N:7]2[C:18]=1[C:19]1[CH:20]=[CH:21][C:22]([N:25]2[CH2:30][CH2:29][N:28]([C:31]([O:33][C:34]([CH3:37])([CH3:36])[CH3:35])=[O:32])[CH2:27][CH2:26]2)=[N:23][CH:24]=1.O[C:39]1[CH:40]=[N:41][C:42]2[C:47]([CH:48]=1)=[CH:46][CH:45]=[CH:44][CH:43]=2.C1C=CC(P(C2C=CC=CC=2)C2C=CC=CC=2)=CC=1.N(C(OCC)=O)=NC(OCC)=O.C1(C)C=CC=CC=1. Product: [O:15]1[CH2:16][CH2:17][N:12]([C:11]2[C:6]3[N:7]([C:18]([C:19]4[CH:20]=[CH:21][C:22]([N:25]5[CH2:26][CH2:27][N:28]([C:31]([O:33][C:34]([CH3:37])([CH3:36])[CH3:35])=[O:32])[CH2:29][CH2:30]5)=[N:23][CH:24]=4)=[C:4]([CH2:3][CH2:2][O:1][C:39]4[CH:40]=[N:41][C:42]5[C:47]([CH:48]=4)=[CH:46][CH:45]=[CH:44][CH:43]=5)[N:5]=3)[N:8]=[CH:9][CH:10]=2)[CH2:13][CH2:14]1. The catalyst class is: 2.